Dataset: Peptide-MHC class I binding affinity with 185,985 pairs from IEDB/IMGT. Task: Regression. Given a peptide amino acid sequence and an MHC pseudo amino acid sequence, predict their binding affinity value. This is MHC class I binding data. (1) The peptide sequence is TVVVDEHCGY. The MHC is HLA-A30:02 with pseudo-sequence HLA-A30:02. The binding affinity (normalized) is 0.409. (2) The peptide sequence is GPCPGDYAF. The MHC is HLA-B07:02 with pseudo-sequence HLA-B07:02. The binding affinity (normalized) is 0. (3) The peptide sequence is GMVGAEFSL. The MHC is HLA-A02:01 with pseudo-sequence HLA-A02:01. The binding affinity (normalized) is 0.936. (4) The peptide sequence is EVVPGDYPM. The MHC is HLA-A26:02 with pseudo-sequence HLA-A26:02. The binding affinity (normalized) is 1.00. (5) The peptide sequence is AEAALENLV. The MHC is HLA-B40:02 with pseudo-sequence HLA-B40:02. The binding affinity (normalized) is 0.568.